Dataset: Catalyst prediction with 721,799 reactions and 888 catalyst types from USPTO. Task: Predict which catalyst facilitates the given reaction. Reactant: S(O[CH2:9][C:10]([CH3:23])([N+:20]([O-:22])=[O:21])[CH2:11]OS(C(F)(F)F)(=O)=O)(C(F)(F)F)(=O)=O.C(N(C(C)C)C(C)C)C.[CH2:33]([NH2:40])[C:34]1[CH:39]=[CH:38][CH:37]=[CH:36][CH:35]=1. Product: [CH3:23][C:10]1([N+:20]([O-:22])=[O:21])[CH2:9][N:40]([CH2:33][C:34]2[CH:39]=[CH:38][CH:37]=[CH:36][CH:35]=2)[CH2:11]1. The catalyst class is: 10.